From a dataset of Full USPTO retrosynthesis dataset with 1.9M reactions from patents (1976-2016). Predict the reactants needed to synthesize the given product. (1) Given the product [CH3:25][N:16]([CH2:17][CH2:18][C:19]1[CH:24]=[CH:23][CH:22]=[CH:21][N:20]=1)[CH2:15][CH2:14][CH2:13][N:12]1[C:11]2[CH:10]=[CH:9][C:4]([C:5]([O:7][CH3:8])=[O:6])=[CH:3][C:2]=2[NH:1][C:26]1=[S:27], predict the reactants needed to synthesize it. The reactants are: [NH2:1][C:2]1[CH:3]=[C:4]([CH:9]=[CH:10][C:11]=1[NH:12][CH2:13][CH2:14][CH2:15][N:16]([CH3:25])[CH2:17][CH2:18][C:19]1[CH:24]=[CH:23][CH:22]=[CH:21][N:20]=1)[C:5]([O:7][CH3:8])=[O:6].[C:26](N1C=CN=C1)(N1C=CN=C1)=[S:27]. (2) Given the product [F:12][C:9]1[CH:8]=[CH:7][C:6]([CH2:5][C:2]([CH3:13])([NH2:1])[CH2:3][NH2:4])=[CH:11][CH:10]=1, predict the reactants needed to synthesize it. The reactants are: [NH2:1][C:2]([CH3:13])([CH2:5][C:6]1[CH:11]=[CH:10][C:9]([F:12])=[CH:8][CH:7]=1)[C:3]#[N:4].Cl.